From a dataset of Reaction yield outcomes from USPTO patents with 853,638 reactions. Predict the reaction yield, written as a fraction of the theoretical maximum amount of product (1.0 means a 100% yield; for example, 0.34 means a 34% yield). (1) The reactants are [Br:1][C:2]1[CH:3]=[CH:4][C:5](I)=[N:6][CH:7]=1.C([Mg]Cl)(C)C.CON(C)[C:17]([C:19]1[CH:20]=[N:21][CH:22]=[N:23][CH:24]=1)=[O:18]. The catalyst is C1COCC1. The product is [Br:1][C:2]1[CH:3]=[CH:4][C:5]([C:17]([C:19]2[CH:20]=[N:21][CH:22]=[N:23][CH:24]=2)=[O:18])=[N:6][CH:7]=1. The yield is 0.500. (2) The reactants are [NH:1]1[CH:5]=[CH:4][N:3]=[C:2]1[NH:6][C:7]([C:9]1[C:17]2[N:16]=[C:15]([NH:18][C:19]([C:21]3[N:22]=[CH:23][C:24]4[C:29]([CH:30]=3)=[CH:28][CH:27]=[CH:26][CH:25]=4)=[O:20])[NH:14][C:13]=2[CH:12]=[C:11]([N+:31]([O-])=O)[CH:10]=1)=[O:8]. The catalyst is CN(C=O)C.C(O)(=O)C.[Pd]. The product is [NH2:31][C:11]1[CH:10]=[C:9]([C:7](=[O:8])[NH:6][C:2]2[NH:3][CH:4]=[CH:5][N:1]=2)[C:17]2[N:16]=[C:15]([NH:18][C:19]([C:21]3[N:22]=[CH:23][C:24]4[C:29]([CH:30]=3)=[CH:28][CH:27]=[CH:26][CH:25]=4)=[O:20])[NH:14][C:13]=2[CH:12]=1. The yield is 0.910. (3) The catalyst is C(Cl)(Cl)Cl.CO.C(OCC)(=O)C.O. The yield is 0.320. The reactants are FC(F)(F)C(O)=O.[C:8]([C:10]1[CH:11]=[CH:12][C:13]2[O:18][CH2:17][C:16](=[O:19])[N:15]([CH2:20][CH2:21][CH2:22][CH:23]3[CH2:28][CH2:27][NH:26][CH2:25][CH:24]3[C:29]([O:31][CH3:32])=[O:30])[C:14]=2[CH:33]=1)#[N:9].[F:34][C:35]1[CH:40]=[CH:39][C:38]([F:41])=[CH:37][C:36]=1/[CH:42]=[CH:43]/[CH:44]=O.C(N(CC)CC)C.C(O[BH-](OC(=O)C)OC(=O)C)(=O)C.[Na+]. The product is [F:34][C:35]1[CH:40]=[CH:39][C:38]([F:41])=[CH:37][C:36]=1/[CH:42]=[CH:43]/[CH2:44][N:26]1[CH2:27][CH2:28][CH:23]([CH2:22][CH2:21][CH2:20][N:15]2[C:14]3[CH:33]=[C:10]([C:8]#[N:9])[CH:11]=[CH:12][C:13]=3[O:18][CH2:17][C:16]2=[O:19])[CH:24]([C:29]([O:31][CH3:32])=[O:30])[CH2:25]1.